Task: Predict the product of the given reaction.. Dataset: Forward reaction prediction with 1.9M reactions from USPTO patents (1976-2016) (1) The product is: [Br:1][C:2]1[CH:3]=[CH:4][C:5]([C:6]([N:13]2[CH:17]=[CH:16][N:15]=[CH:14]2)=[O:8])=[CH:9][CH:10]=1. Given the reactants [Br:1][C:2]1[CH:10]=[CH:9][C:5]([C:6]([OH:8])=O)=[CH:4][CH:3]=1.C([N:13]1[CH:17]=[CH:16][N:15]=[CH:14]1)([N:13]1[CH:17]=[CH:16][N:15]=[CH:14]1)=O, predict the reaction product. (2) Given the reactants [CH3:1][N:2]([S:20]([C:23]1[S:24][CH:25]=[CH:26][CH:27]=1)(=[O:22])=[O:21])[C:3]1[CH:4]=[C:5]([O:15][C:16]([F:19])([F:18])[F:17])[CH:6]=[C:7]2[C:11]=1[NH:10][C:9]([C:12]([NH2:14])=O)=[CH:8]2.COC1C=CC(P2(SP(C3C=CC(OC)=CC=3)(=S)S2)=[S:37])=CC=1.[C:50]([O:55][CH2:56][CH3:57])(=[O:54])[C:51]#[C:52][CH3:53].C(P(CCCC)CCCC)CCC, predict the reaction product. The product is: [CH2:56]([O:55][C:50](=[O:54])[CH2:51][CH:52]1[S:37][C:12]([C:9]2[NH:10][C:11]3[C:7]([CH:8]=2)=[CH:6][C:5]([O:15][C:16]([F:19])([F:18])[F:17])=[CH:4][C:3]=3[N:2]([CH3:1])[S:20]([C:23]2[S:24][CH:25]=[CH:26][CH:27]=2)(=[O:21])=[O:22])=[N:14][CH2:53]1)[CH3:57]. (3) Given the reactants [CH3:1][N:2]([CH3:8])[CH:3]1[CH2:7][CH2:6][NH:5][CH2:4]1.[I:9][C:10]1[CH:18]=[CH:17][C:13]([C:14](Cl)=[O:15])=[CH:12][CH:11]=1, predict the reaction product. The product is: [I:9][C:10]1[CH:18]=[CH:17][C:13]([C:14]([N:5]2[CH2:6][CH2:7][CH:3]([N:2]([CH3:8])[CH3:1])[CH2:4]2)=[O:15])=[CH:12][CH:11]=1. (4) Given the reactants [CH3:1][S:2](Cl)(=[O:4])=[O:3].[CH3:6][C:7]1([CH3:29])[CH2:16][C:15]2[C:10](=[C:11]3[CH2:20][C:19]([CH3:22])([CH3:21])[O:18][C:12]3=[C:13]([NH2:17])[CH:14]=2)[C:9]([C:23]2[CH:28]=[CH:27][CH:26]=[CH:25][CH:24]=2)=[N:8]1.C(N(CC)CC)C.[OH-].[Na+], predict the reaction product. The product is: [CH3:6][C:7]1([CH3:29])[CH2:16][C:15]2[C:10](=[C:11]3[CH2:20][C:19]([CH3:21])([CH3:22])[O:18][C:12]3=[C:13]([NH:17][S:2]([CH3:1])(=[O:4])=[O:3])[CH:14]=2)[C:9]([C:23]2[CH:24]=[CH:25][CH:26]=[CH:27][CH:28]=2)=[N:8]1. (5) Given the reactants [Cl:1][C:2]1[CH:3]=[C:4]([C@@H:8]2[C@@H:13]([C:14]3[CH:19]=[CH:18][C:17]([Cl:20])=[CH:16][CH:15]=3)[N:12]([C@@H:21]([CH2:24][CH3:25])[CH:22]=O)[C:11](=[O:26])[C@:10]([CH2:28][C:29]([OH:31])=[O:30])([CH3:27])[CH2:9]2)[CH:5]=[CH:6][CH:7]=1.Cl.[F:33][C:34]1([F:38])[CH2:37][NH:36][CH2:35]1.C(O[BH-](OC(=O)C)OC(=O)C)(=O)C.[Na+], predict the reaction product. The product is: [Cl:1][C:2]1[CH:3]=[C:4]([C@@H:8]2[C@@H:13]([C:14]3[CH:19]=[CH:18][C:17]([Cl:20])=[CH:16][CH:15]=3)[N:12]([C@@H:21]([CH2:24][CH3:25])[CH2:22][N:36]3[CH2:37][C:34]([F:38])([F:33])[CH2:35]3)[C:11](=[O:26])[C@:10]([CH2:28][C:29]([OH:31])=[O:30])([CH3:27])[CH2:9]2)[CH:5]=[CH:6][CH:7]=1. (6) Given the reactants C([SiH](CC)CC)C.B(F)(F)F.CCOCC.[CH2:17]([O:19][C:20]1[CH:46]=[CH:45][C:23]([CH2:24][C:25]2[CH:26]=[C:27]([C:32]3(OC)[C@H:37]([OH:38])[C@@H:36]([OH:39])[C@H:35]([OH:40])[C@@H:34]([CH2:41][OH:42])[O:33]3)[CH:28]=[CH:29][C:30]=2[Cl:31])=[CH:22][CH:21]=1)[CH3:18], predict the reaction product. The product is: [CH2:17]([O:19][C:20]1[CH:46]=[CH:45][C:23]([CH2:24][C:25]2[CH:26]=[C:27]([C@H:32]3[C@H:37]([OH:38])[C@@H:36]([OH:39])[C@H:35]([OH:40])[C@@H:34]([CH2:41][OH:42])[O:33]3)[CH:28]=[CH:29][C:30]=2[Cl:31])=[CH:22][CH:21]=1)[CH3:18]. (7) Given the reactants [OH-].[K+].[C:3]([O:7][C:8]([N:10]1[CH2:16][CH2:15][C:14]2[C:17]([S:22]C(=O)N(C)C)=[C:18]([Cl:21])[CH:19]=[CH:20][C:13]=2[CH2:12][CH2:11]1)=[O:9])([CH3:6])([CH3:5])[CH3:4].Br[CH2:29][CH2:30][CH2:31][N:32]1[C:40]2[C:35](=[CH:36][CH:37]=[CH:38][CH:39]=2)[C:34]([CH3:42])([CH3:41])[C:33]1=[O:43].O, predict the reaction product. The product is: [C:3]([O:7][C:8]([N:10]1[CH2:16][CH2:15][C:14]2[C:17]([S:22][CH2:29][CH2:30][CH2:31][N:32]3[C:40]4[C:35](=[CH:36][CH:37]=[CH:38][CH:39]=4)[C:34]([CH3:42])([CH3:41])[C:33]3=[O:43])=[C:18]([Cl:21])[CH:19]=[CH:20][C:13]=2[CH2:12][CH2:11]1)=[O:9])([CH3:5])([CH3:6])[CH3:4]. (8) Given the reactants [OH:1][C:2]1[CH:3]=[C:4]([C:8](=[O:13])[CH2:9][CH2:10][CH2:11][CH3:12])[CH:5]=[CH:6][CH:7]=1.Cl.Cl[CH2:16][CH2:17][N:18]1[CH2:23][CH2:22][CH2:21][CH2:20][CH2:19]1, predict the reaction product. The product is: [N:18]1([CH2:17][CH2:16][O:1][C:2]2[CH:3]=[C:4]([C:8](=[O:13])[CH2:9][CH2:10][CH2:11][CH3:12])[CH:5]=[CH:6][CH:7]=2)[CH2:23][CH2:22][CH2:21][CH2:20][CH2:19]1. (9) Given the reactants Cl[C:2]1[CH:7]=[CH:6][C:5]([S:8]([CH2:11][CH3:12])(=[O:10])=[O:9])=[CH:4][C:3]=1[N+:13]([O-:15])=[O:14].[O:16]1[CH2:20][CH2:19][CH2:18][CH:17]1[CH2:21][NH2:22], predict the reaction product. The product is: [CH2:11]([S:8]([C:5]1[CH:6]=[CH:7][C:2]([NH:22][CH2:21][CH:17]2[CH2:18][CH2:19][CH2:20][O:16]2)=[C:3]([N+:13]([O-:15])=[O:14])[CH:4]=1)(=[O:10])=[O:9])[CH3:12].